Task: Predict the reaction yield, written as a fraction of the theoretical maximum amount of product (1.0 means a 100% yield; for example, 0.34 means a 34% yield).. Dataset: Reaction yield outcomes from USPTO patents with 853,638 reactions The reactants are [NH2:1][CH2:2][CH2:3][NH:4][C:5]([C:7]1[C:8]([C:18]([F:21])([F:20])[F:19])=[N:9][N:10]([C:12]2[CH:17]=[CH:16][CH:15]=[CH:14][CH:13]=2)[CH:11]=1)=[O:6].[C:22]([C:24]1[CH:32]=[CH:31][C:27]([C:28](O)=[O:29])=[CH:26][N:25]=1)#[N:23].CCN=C=NCCCN(C)C.Cl.C1C=CC2N(O)N=NC=2C=1.O. The catalyst is CCOC(C)=O.CC#N. The product is [C:22]([C:24]1[CH:32]=[CH:31][C:27]([C:28]([NH:1][CH2:2][CH2:3][NH:4][C:5]([C:7]2[C:8]([C:18]([F:20])([F:21])[F:19])=[N:9][N:10]([C:12]3[CH:17]=[CH:16][CH:15]=[CH:14][CH:13]=3)[CH:11]=2)=[O:6])=[O:29])=[CH:26][N:25]=1)#[N:23]. The yield is 0.700.